Dataset: Full USPTO retrosynthesis dataset with 1.9M reactions from patents (1976-2016). Task: Predict the reactants needed to synthesize the given product. (1) Given the product [Cl:30][C:20]1[N:21]=[N:22][CH:23]=[C:24]([CH3:25])[C:19]=1[C:16]1[CH:17]=[CH:18][C:13]([O:12][C:7]2[C:6]3[CH:5]=[CH:4][O:3][C:11]=3[CH:10]=[CH:9][N:8]=2)=[CH:14][C:15]=1[CH3:27], predict the reactants needed to synthesize it. The reactants are: Cl.Cl.[O:3]1[C:11]2[CH:10]=[CH:9][N:8]=[C:7]([O:12][C:13]3[CH:18]=[CH:17][C:16]([C:19]4[C:20](=O)[NH:21][N:22]=[CH:23][C:24]=4[CH3:25])=[C:15]([CH3:27])[CH:14]=3)[C:6]=2[CH:5]=[CH:4]1.P(Cl)(Cl)([Cl:30])=O. (2) The reactants are: [NH2:1][C:2]1[N:6]([C:7]2[CH:12]=[CH:11][C:10]([F:13])=[CH:9][CH:8]=2)[N:5]=[CH:4][C:3]=1[C:14]([OH:16])=O.C(N(C(C)C)CC)(C)C.F[P-](F)(F)(F)(F)F.N1(OC(N(C)C)=[N+](C)C)C2N=CC=CC=2N=N1.[NH2:50][CH2:51][C:52]([CH2:58][NH2:59])([OH:57])[C:53]([F:56])([F:55])[F:54]. Given the product [NH2:1][C:2]1[N:6]([C:7]2[CH:8]=[CH:9][C:10]([F:13])=[CH:11][CH:12]=2)[N:5]=[CH:4][C:3]=1[C:14]([NH:50][CH2:51][C:52]([CH2:58][NH2:59])([OH:57])[C:53]([F:56])([F:55])[F:54])=[O:16], predict the reactants needed to synthesize it. (3) Given the product [CH:24]([C:27]1[CH:32]=[CH:31][CH:30]=[C:29]([CH:33]([CH3:34])[CH3:35])[C:28]=1[NH:36][C:37](=[O:38])[N:14]([CH2:13][C:11]1[CH:10]=[N:9][N:8]([CH2:1][CH2:2][CH2:3][CH2:4][CH2:5][CH2:6][CH3:7])[CH:12]=1)[C:15]1[CH:20]=[CH:19][C:18]([CH:21]([CH3:22])[CH3:23])=[CH:17][CH:16]=1)([CH3:25])[CH3:26], predict the reactants needed to synthesize it. The reactants are: [CH2:1]([N:8]1[CH:12]=[C:11]([CH2:13][NH:14][C:15]2[CH:20]=[CH:19][C:18]([CH:21]([CH3:23])[CH3:22])=[CH:17][CH:16]=2)[CH:10]=[N:9]1)[CH2:2][CH2:3][CH2:4][CH2:5][CH2:6][CH3:7].[CH:24]([C:27]1[CH:32]=[CH:31][CH:30]=[C:29]([CH:33]([CH3:35])[CH3:34])[C:28]=1[N:36]=[C:37]=[O:38])([CH3:26])[CH3:25]. (4) Given the product [CH3:31][O:30][C:26](=[O:29])/[CH:27]=[CH:28]/[C:2]1[CH:7]=[CH:6][C:5]([CH:8]2[CH2:13][N:12]([CH3:14])[CH2:11][CH2:10][N:9]2[CH2:15][CH2:16][C:17]2[CH:18]=[N:19][N:20]3[CH:25]=[CH:24][CH:23]=[CH:22][C:21]=23)=[CH:4][CH:3]=1, predict the reactants needed to synthesize it. The reactants are: Br[C:2]1[CH:7]=[CH:6][C:5]([CH:8]2[CH2:13][N:12]([CH3:14])[CH2:11][CH2:10][N:9]2[CH2:15][CH2:16][C:17]2[CH:18]=[N:19][N:20]3[CH:25]=[CH:24][CH:23]=[CH:22][C:21]=23)=[CH:4][CH:3]=1.[C:26]([O:30][CH3:31])(=[O:29])[CH:27]=[CH2:28].CN(C1CCCCC1)C1CCCCC1. (5) The reactants are: [O:1]1[CH2:6][CH2:5][CH2:4][CH2:3][CH:2]1[O:7][CH2:8][C:9]([CH2:20][O:21][CH:22]1[CH2:27][CH2:26][CH2:25][CH2:24][O:23]1)([C:15](OCC)=[O:16])[C:10](OCC)=[O:11].[H-].[H-].[H-].[H-].[Li+].[Al+3]. Given the product [O:1]1[CH2:6][CH2:5][CH2:4][CH2:3][CH:2]1[O:7][CH2:8][C:9]([CH2:20][O:21][CH:22]1[CH2:27][CH2:26][CH2:25][CH2:24][O:23]1)([CH2:10][OH:11])[CH2:15][OH:16], predict the reactants needed to synthesize it. (6) Given the product [OH:32][CH:31]([C:29]1[O:30][C:26]([C:22]2[CH:23]=[CH:24][CH:25]=[C:20]([C:19]([F:34])([F:18])[F:33])[CH:21]=2)=[CH:27][CH:28]=1)[C:2]1[CH:12]=[CH:11][C:5]([C:6]([O:8][CH2:9][CH3:10])=[O:7])=[CH:4][CH:3]=1, predict the reactants needed to synthesize it. The reactants are: I[C:2]1[CH:12]=[CH:11][C:5]([C:6]([O:8][CH2:9][CH3:10])=[O:7])=[CH:4][CH:3]=1.C([Mg]Cl)(C)C.[F:18][C:19]([F:34])([F:33])[C:20]1[CH:21]=[C:22]([C:26]2[O:30][C:29]([CH:31]=[O:32])=[CH:28][CH:27]=2)[CH:23]=[CH:24][CH:25]=1.[Cl-].[NH4+]. (7) Given the product [Br:5][C:6]1[N:11]=[C:10]([CH2:12][N:3]([CH3:4])[CH3:2])[CH:9]=[CH:8][CH:7]=1, predict the reactants needed to synthesize it. The reactants are: Cl.[CH3:2][NH:3][CH3:4].[Br:5][C:6]1[N:11]=[C:10]([CH:12]=O)[CH:9]=[CH:8][CH:7]=1.C(O[BH-](OC(=O)C)OC(=O)C)(=O)C.[Na+].